Predict the reactants needed to synthesize the given product. From a dataset of Full USPTO retrosynthesis dataset with 1.9M reactions from patents (1976-2016). (1) Given the product [CH:1]([O:4][C:5]([N:7]1[CH2:13][CH2:12][CH2:11][CH:10]([NH:14][CH2:15][C:16]2[CH:21]=[C:20]([C:22]([F:23])([F:25])[F:24])[CH:19]=[C:18]([C:26]([F:27])([F:28])[F:29])[CH:17]=2)[C:9]2[C:30]([F:34])=[CH:31][CH:32]=[CH:33][C:8]1=2)=[O:6])([CH3:3])[CH3:2], predict the reactants needed to synthesize it. The reactants are: [CH:1]([O:4][C:5]([N:7]1[CH2:13][CH2:12][CH:11]=[C:10]([NH:14][CH2:15][C:16]2[CH:21]=[C:20]([C:22]([F:25])([F:24])[F:23])[CH:19]=[C:18]([C:26]([F:29])([F:28])[F:27])[CH:17]=2)[C:9]2[C:30]([F:34])=[CH:31][CH:32]=[CH:33][C:8]1=2)=[O:6])([CH3:3])[CH3:2]. (2) Given the product [Cl:1][C:2]1[CH:3]=[C:4]([NH:5][C:11]([CH2:17][CH3:18])=[CH:12][C:13]([O:15][CH3:16])=[O:14])[CH:6]=[C:7]([Cl:9])[CH:8]=1, predict the reactants needed to synthesize it. The reactants are: [Cl:1][C:2]1[CH:3]=[C:4]([CH:6]=[C:7]([Cl:9])[CH:8]=1)[NH2:5].O=[C:11]([CH2:17][CH3:18])[CH2:12][C:13]([O:15][CH3:16])=[O:14].C1(C)C=CC=CC=1. (3) Given the product [CH2:34]([O:41][C:42]1[CH:53]=[CH:52][C:51]([O:54][CH2:55][C:56]2[CH:61]=[CH:60][CH:59]=[CH:58][CH:57]=2)=[CH:50][C:43]=1[C:44]([NH:46][CH2:47][CH2:48][NH:49][C:1](=[O:33])[O:2][CH2:3][CH2:4][NH:5][C:6](=[O:22])[C:7]1[CH:12]=[C:11]([NH:13][C:14]([O:16][C:17]([CH3:18])([CH3:19])[CH3:20])=[O:15])[CH:10]=[CH:9][C:8]=1[OH:21])=[O:45])[C:35]1[CH:36]=[CH:37][CH:38]=[CH:39][CH:40]=1, predict the reactants needed to synthesize it. The reactants are: [C:1](=[O:33])(OC1C=CC([N+]([O-])=O)=CC=1)[O:2][CH2:3][CH2:4][NH:5][C:6](=[O:22])[C:7]1[CH:12]=[C:11]([NH:13][C:14]([O:16][C:17]([CH3:20])([CH3:19])[CH3:18])=[O:15])[CH:10]=[CH:9][C:8]=1[OH:21].[CH2:34]([O:41][C:42]1[CH:53]=[CH:52][C:51]([O:54][CH2:55][C:56]2[CH:61]=[CH:60][CH:59]=[CH:58][CH:57]=2)=[CH:50][C:43]=1[C:44]([NH:46][CH2:47][CH2:48][NH2:49])=[O:45])[C:35]1[CH:40]=[CH:39][CH:38]=[CH:37][CH:36]=1. (4) Given the product [N:1]1([CH2:12][CH2:13][CH2:14][OH:15])[CH:5]=[N:4][CH:3]=[N:2]1, predict the reactants needed to synthesize it. The reactants are: [NH:1]1[CH:5]=[N:4][CH:3]=[N:2]1.[O-]CC.[Na+].[Na].Br[CH2:12][CH2:13][CH2:14][OH:15]. (5) The reactants are: [Cl:1][C:2]1[CH:27]=[CH:26][C:5]([CH2:6][N:7]2[C:15]3[C:10](=[CH:11][C:12]([CH:16]=[C:17]4[S:21][C:20](SCC)=[N:19][C:18]4=[O:25])=[CH:13][CH:14]=3)[CH:9]=[N:8]2)=[C:4]([C:28]([F:31])([F:30])[F:29])[CH:3]=1.[F:32][C:33]([F:42])([F:41])[CH2:34][N:35]1[CH2:40][CH2:39][NH:38][CH2:37][CH2:36]1. Given the product [Cl:1][C:2]1[CH:27]=[CH:26][C:5]([CH2:6][N:7]2[C:15]3[C:10](=[CH:11][C:12]([CH:16]=[C:17]4[S:21][C:20]([N:38]5[CH2:37][CH2:36][N:35]([CH2:34][C:33]([F:41])([F:42])[F:32])[CH2:40][CH2:39]5)=[N:19][C:18]4=[O:25])=[CH:13][CH:14]=3)[CH:9]=[N:8]2)=[C:4]([C:28]([F:31])([F:29])[F:30])[CH:3]=1, predict the reactants needed to synthesize it. (6) Given the product [CH2:1]([N:8]1[C:12](=[O:13])[C:11](=[C:29]2[N:28]([CH3:27])[C:32]3[CH:33]=[CH:34][CH:35]=[CH:36][C:31]=3[S:30]2)[N:10]([CH3:14])[C:9]1=[S:15])[C:2]1[CH:3]=[CH:4][CH:5]=[CH:6][CH:7]=1, predict the reactants needed to synthesize it. The reactants are: [CH2:1]([N:8]1[C:12](=[O:13])[CH2:11][N:10]([CH3:14])[C:9]1=[S:15])[C:2]1[CH:7]=[CH:6][CH:5]=[CH:4][CH:3]=1.C1(C)C=CC(S([O-])(=O)=O)=CC=1.[CH3:27][N+:28]1[C:32]2[CH:33]=[CH:34][CH:35]=[CH:36][C:31]=2[S:30][C:29]=1SC.